From a dataset of Catalyst prediction with 721,799 reactions and 888 catalyst types from USPTO. Predict which catalyst facilitates the given reaction. (1) Reactant: [F:1][C:2]1[CH:7]=[C:6]([N+:8]([O-:10])=[O:9])[C:5]([F:11])=[CH:4][C:3]=1F.[CH3:13][O-:14].[Na+].CO.O. Product: [F:1][C:2]1[CH:7]=[C:6]([N+:8]([O-:10])=[O:9])[C:5]([F:11])=[CH:4][C:3]=1[O:14][CH3:13]. The catalyst class is: 5. (2) Reactant: [C:1]([O:5][C:6]([NH:8][C:9]([CH2:15][CH3:16])([CH2:13][CH3:14])[C:10](O)=[O:11])=[O:7])([CH3:4])([CH3:3])[CH3:2].[CH3:17][N:18](C(ON1N=NC2C=CC=CC1=2)=[N+](C)C)C.F[P-](F)(F)(F)(F)F.C(N(CC)CC)C.Cl.CN. Product: [CH3:17][NH:18][C:10]([C:9]([NH:8][C:6](=[O:7])[O:5][C:1]([CH3:4])([CH3:3])[CH3:2])([CH2:15][CH3:16])[CH2:13][CH3:14])=[O:11]. The catalyst class is: 18.